From a dataset of NCI-60 drug combinations with 297,098 pairs across 59 cell lines. Regression. Given two drug SMILES strings and cell line genomic features, predict the synergy score measuring deviation from expected non-interaction effect. (1) Drug 1: C1=CC=C(C=C1)NC(=O)CCCCCCC(=O)NO. Drug 2: C1=CC=C(C(=C1)C(C2=CC=C(C=C2)Cl)C(Cl)Cl)Cl. Cell line: NCI-H522. Synergy scores: CSS=22.6, Synergy_ZIP=-5.05, Synergy_Bliss=0.385, Synergy_Loewe=-28.3, Synergy_HSA=-0.531. (2) Drug 1: CC=C1C(=O)NC(C(=O)OC2CC(=O)NC(C(=O)NC(CSSCCC=C2)C(=O)N1)C(C)C)C(C)C. Drug 2: C#CCC(CC1=CN=C2C(=N1)C(=NC(=N2)N)N)C3=CC=C(C=C3)C(=O)NC(CCC(=O)O)C(=O)O. Cell line: EKVX. Synergy scores: CSS=5.65, Synergy_ZIP=-2.71, Synergy_Bliss=-2.27, Synergy_Loewe=0.655, Synergy_HSA=-0.0326. (3) Drug 1: C1CN1P(=S)(N2CC2)N3CC3. Drug 2: C1=NC(=NC(=O)N1C2C(C(C(O2)CO)O)O)N. Cell line: SW-620. Synergy scores: CSS=37.5, Synergy_ZIP=-11.1, Synergy_Bliss=-2.70, Synergy_Loewe=-23.1, Synergy_HSA=-0.985. (4) Drug 1: C1=CN(C=N1)CC(O)(P(=O)(O)O)P(=O)(O)O. Drug 2: C1CNP(=O)(OC1)N(CCCl)CCCl. Cell line: OVCAR-5. Synergy scores: CSS=1.24, Synergy_ZIP=-0.116, Synergy_Bliss=-1.71, Synergy_Loewe=-4.89, Synergy_HSA=-3.50. (5) Drug 1: CCCS(=O)(=O)NC1=C(C(=C(C=C1)F)C(=O)C2=CNC3=C2C=C(C=N3)C4=CC=C(C=C4)Cl)F. Drug 2: CCC1(CC2CC(C3=C(CCN(C2)C1)C4=CC=CC=C4N3)(C5=C(C=C6C(=C5)C78CCN9C7C(C=CC9)(C(C(C8N6C)(C(=O)OC)O)OC(=O)C)CC)OC)C(=O)OC)O.OS(=O)(=O)O. Cell line: K-562. Synergy scores: CSS=60.4, Synergy_ZIP=13.4, Synergy_Bliss=13.0, Synergy_Loewe=-48.6, Synergy_HSA=11.1. (6) Drug 1: CC1=CC=C(C=C1)C2=CC(=NN2C3=CC=C(C=C3)S(=O)(=O)N)C(F)(F)F. Drug 2: C1=CC=C(C=C1)NC(=O)CCCCCCC(=O)NO. Cell line: SF-268. Synergy scores: CSS=7.02, Synergy_ZIP=4.82, Synergy_Bliss=8.49, Synergy_Loewe=-15.7, Synergy_HSA=-5.82. (7) Drug 1: CC1=C2C(C(=O)C3(C(CC4C(C3C(C(C2(C)C)(CC1OC(=O)C(C(C5=CC=CC=C5)NC(=O)OC(C)(C)C)O)O)OC(=O)C6=CC=CC=C6)(CO4)OC(=O)C)OC)C)OC. Drug 2: CC1=CC2C(CCC3(C2CCC3(C(=O)C)OC(=O)C)C)C4(C1=CC(=O)CC4)C. Cell line: HS 578T. Synergy scores: CSS=54.5, Synergy_ZIP=8.54, Synergy_Bliss=7.16, Synergy_Loewe=-28.9, Synergy_HSA=4.47.